Dataset: Microsomal clearance measurements from AstraZeneca. Task: Regression/Classification. Given a drug SMILES string, predict its absorption, distribution, metabolism, or excretion properties. Task type varies by dataset: regression for continuous measurements (e.g., permeability, clearance, half-life) or binary classification for categorical outcomes (e.g., BBB penetration, CYP inhibition). For this dataset (clearance_microsome_az), we predict log10(clearance) (log10 of the in vitro intrinsic clearance, CLint, in uL/min per mg of human liver microsomal protein, equivalently mL/min/g; values are censored to the assay range of 3 to 150, which is 0.477 to 2.18 on this log10 scale). (1) The drug is C[C@]1(O)C[C@@H](c2nc(-c3ccc4ccc(-c5ccccc5)nc4c3)c3c(N)nccn32)C1. The log10(clearance) is 1.24. (2) The drug is N=C(N)c1cc2c(-c3ccccc3)cccc2s1. The log10(clearance) is 0.700.